From a dataset of Full USPTO retrosynthesis dataset with 1.9M reactions from patents (1976-2016). Predict the reactants needed to synthesize the given product. (1) The reactants are: Br[C:2]1[C:11]2[C:6](=[CH:7][CH:8]=[C:9]([OH:12])[CH:10]=2)[N:5]=[C:4]([C:13]2[CH:18]=[CH:17][C:16]([OH:19])=[CH:15][CH:14]=2)[CH:3]=1.[CH3:20][Si:21]([C:24]#[C:25][Sn](CCCC)(CCCC)CCCC)([CH3:23])[CH3:22]. Given the product [OH:19][C:16]1[CH:17]=[CH:18][C:13]([C:4]2[CH:3]=[C:2]([C:25]#[C:24][Si:21]([CH3:23])([CH3:22])[CH3:20])[C:11]3[C:6](=[CH:7][CH:8]=[C:9]([OH:12])[CH:10]=3)[N:5]=2)=[CH:14][CH:15]=1, predict the reactants needed to synthesize it. (2) Given the product [CH2:11]([O:8][C:5]1[CH:6]=[CH:7][C:2]([Br:1])=[CH:3][CH:4]=1)[CH2:12][CH2:13][CH3:14], predict the reactants needed to synthesize it. The reactants are: [Br:1][C:2]1[CH:7]=[CH:6][C:5]([OH:8])=[CH:4][CH:3]=1.[OH-].[Na+].[CH2:11](Br)[CH2:12][CH2:13][CH3:14].O. (3) Given the product [C:37]1([NH:36][C:24]([C:21]2[CH:22]=[C:23]3[C:18](=[CH:19][CH:20]=2)[NH:17][N:16]=[C:15]3[C:13]2[NH:12][C:9]3[C:8]([N:14]=2)=[CH:7][C:6]2[C:5]([CH3:28])([CH3:27])[C:4](=[O:29])[N:3]([CH2:1][CH3:2])[C:11]=2[CH:10]=3)=[O:26])[CH:42]=[CH:41][CH:40]=[CH:39][CH:38]=1, predict the reactants needed to synthesize it. The reactants are: [CH2:1]([N:3]1[C:11]2[CH:10]=[C:9]3[NH:12][C:13]([C:15]4[C:23]5[C:18](=[CH:19][CH:20]=[C:21]([C:24]([OH:26])=O)[CH:22]=5)[NH:17][N:16]=4)=[N:14][C:8]3=[CH:7][C:6]=2[C:5]([CH3:28])([CH3:27])[C:4]1=[O:29])[CH3:2].C(Cl)(=O)C(Cl)=O.[NH2:36][C:37]1[CH:42]=[CH:41][CH:40]=[CH:39][CH:38]=1.C(N(CC)CC)C. (4) The reactants are: [OH:1][C@H:2]([C:31]1[CH:36]=[CH:35][CH:34]=[C:33]([OH:37])[CH:32]=1)[CH2:3][NH:4][CH:5]([CH3:30])[CH2:6][CH2:7][CH2:8][C:9]1[CH:14]=[CH:13][C:12]([CH2:15][CH2:16][CH2:17][CH2:18][NH:19]C(=O)OCC2C=CC=CC=2)=[CH:11][CH:10]=1.[CH2:38]([OH:40])C. Given the product [OH-:1].[NH4+:4].[CH3:38][OH:40].[NH2:19][CH2:18][CH2:17][CH2:16][CH2:15][C:12]1[CH:11]=[CH:10][C:9]([CH2:8][CH2:7][CH2:6][CH:5]([NH:4][CH2:3][C@@H:2]([C:31]2[CH:32]=[C:33]([OH:37])[CH:34]=[CH:35][CH:36]=2)[OH:1])[CH3:30])=[CH:14][CH:13]=1, predict the reactants needed to synthesize it. (5) The reactants are: [Cl:1][C:2]1[CH:3]=[CH:4][C:5]([CH:8]([CH3:11])[C:9]#[N:10])=[N:6][CH:7]=1.O.O.O.O.O.O.[Cl-].[C:19](O[C:19]([O:21][C:22]([CH3:25])([CH3:24])[CH3:23])=[O:20])([O:21][C:22]([CH3:25])([CH3:24])[CH3:23])=[O:20].[BH4-].[Na+].Cl. Given the product [Cl:1][C:2]1[CH:3]=[CH:4][C:5]([CH:8]([CH3:11])[CH2:9][NH:10][C:19](=[O:20])[O:21][C:22]([CH3:25])([CH3:24])[CH3:23])=[N:6][CH:7]=1, predict the reactants needed to synthesize it.